From a dataset of Full USPTO retrosynthesis dataset with 1.9M reactions from patents (1976-2016). Predict the reactants needed to synthesize the given product. (1) Given the product [CH:1]1([CH:7]([NH:23][C:24]2[CH:25]=[CH:26][C:27]([C:28]([N:34]([CH3:33])[CH2:35][CH2:36][C:37]([OH:39])=[O:38])=[O:30])=[CH:31][CH:32]=2)[C:8]2[CH:12]=[C:11]([C:13]([CH:15]3[CH2:16][CH2:17][CH2:18][CH2:19][CH2:20]3)=[O:14])[S:10][C:9]=2[CH2:21][CH3:22])[CH2:6][CH2:5][CH2:4][CH2:3][CH2:2]1, predict the reactants needed to synthesize it. The reactants are: [CH:1]1([CH:7]([NH:23][C:24]2[CH:32]=[CH:31][C:27]([C:28]([OH:30])=O)=[CH:26][CH:25]=2)[C:8]2[CH:12]=[C:11]([C:13]([CH:15]3[CH2:20][CH2:19][CH2:18][CH2:17][CH2:16]3)=[O:14])[S:10][C:9]=2[CH2:21][CH3:22])[CH2:6][CH2:5][CH2:4][CH2:3][CH2:2]1.[CH3:33][NH:34][CH2:35][CH2:36][C:37]([O:39]CC)=[O:38].O.ON1C2C=CC=CC=2N=N1.Cl.C(N=C=NCCCN(C)C)C.Cl.[OH-].[Na+]. (2) Given the product [CH2:1]([O:8][N:9]1[C:18]2[C:13](=[CH:14][CH:15]=[CH:16][N:17]=2)[C:12]([OH:19])=[C:11]([C:28]([NH:27][C:21]2[CH:26]=[CH:25][CH:24]=[CH:23][CH:22]=2)=[O:29])[C:10]1=[O:20])[C:2]1[CH:7]=[CH:6][CH:5]=[CH:4][CH:3]=1, predict the reactants needed to synthesize it. The reactants are: [CH2:1]([O:8][N:9]1[C:18]2[C:13](=[CH:14][CH:15]=[CH:16][N:17]=2)[C:12]([OH:19])=[CH:11][C:10]1=[O:20])[C:2]1[CH:7]=[CH:6][CH:5]=[CH:4][CH:3]=1.[C:21]1([N:27]=[C:28]=[O:29])[CH:26]=[CH:25][CH:24]=[CH:23][CH:22]=1. (3) Given the product [Br:1][C:2]1[CH:3]=[C:4]([CH2:9][CH2:10][C:11]([Cl:22])=[O:13])[CH:5]=[CH:6][C:7]=1[F:8], predict the reactants needed to synthesize it. The reactants are: [Br:1][C:2]1[CH:3]=[C:4]([CH2:9][CH2:10][C:11]([OH:13])=O)[CH:5]=[CH:6][C:7]=1[F:8].CN(C)C=O.C(Cl)(=O)C([Cl:22])=O. (4) Given the product [F:29][C:26]1[CH:27]=[CH:28][C:21]2=[C:22]([CH:25]=1)[O:23][CH2:24][C:18]1[CH:17]=[C:16]([CH2:15][N:9]3[C:8]4[CH:10]=[CH:11][CH:12]=[CH:13][C:7]=4[N:6]=[C:5]3[C:2]3([CH3:1])[CH2:4][CH2:3]3)[CH:35]=[CH:34][C:19]=1/[C:20]/2=[C:30](/[CH3:33])\[C:31]#[N:32], predict the reactants needed to synthesize it. The reactants are: [CH3:1][C:2]1([C:5]2[NH:9][C:8]3[CH:10]=[CH:11][CH:12]=[CH:13][C:7]=3[N:6]=2)[CH2:4][CH2:3]1.Br[CH2:15][C:16]1[CH:35]=[CH:34][C:19]2/[C:20](=[C:30](/[CH3:33])\[C:31]#[N:32])/[C:21]3[CH:28]=[CH:27][C:26]([F:29])=[CH:25][C:22]=3[O:23][CH2:24][C:18]=2[CH:17]=1. (5) Given the product [O:19]=[C:18]1[C:17]2[C:16](=[CH:23][CH:22]=[CH:21][CH:20]=2)[C:15](=[O:24])[N:8]1[C@@H:4]([CH2:3][CH:2]=[CH2:1])[C:5]([OH:7])=[O:6], predict the reactants needed to synthesize it. The reactants are: [CH2:1]=[CH:2][CH2:3][C@H:4]([NH2:8])[C:5]([OH:7])=[O:6].C(N1[C:18](=[O:19])[C:17]2=[CH:20][CH:21]=[CH:22][CH:23]=[C:16]2[C:15]1=[O:24])(OCC)=O. (6) Given the product [O:1]1[CH2:6][CH2:5][N:4]([C:7]2[N:8]=[CH:9][C:10]([NH2:18])=[CH:11][C:12]=2[N:13]2[CH:17]=[CH:16][CH:15]=[N:14]2)[CH2:3][CH2:2]1, predict the reactants needed to synthesize it. The reactants are: [O:1]1[CH2:6][CH2:5][N:4]([C:7]2[C:12]([N:13]3[CH:17]=[CH:16][CH:15]=[N:14]3)=[CH:11][C:10]([N+:18]([O-])=O)=[CH:9][N:8]=2)[CH2:3][CH2:2]1. (7) Given the product [O:1]([CH2:8][CH2:9][CH2:10][CH2:11][CH2:12][CH2:13][CH2:14][CH2:15][CH2:16][CH2:17][N:21]=[C:33]=[O:34])[C:2]1[CH:3]=[CH:4][CH:5]=[CH:6][CH:7]=1, predict the reactants needed to synthesize it. The reactants are: [O:1]([CH2:8][CH2:9][CH2:10][CH2:11][CH2:12][CH2:13][CH2:14][CH2:15][CH2:16][CH2:17]C(Cl)=O)[C:2]1[CH:7]=[CH:6][CH:5]=[CH:4][CH:3]=1.[N-:21]=[N+]=[N-].[Na+].C1(C)C=CC=CC=1.C[C:33](C)=[O:34]. (8) Given the product [C:3]([NH:7][S:8]([C:11]1[CH:16]=[CH:15][CH:14]=[CH:13][C:12]=1[C:17]1[CH:18]=[CH:19][C:20]([NH:23][C:24](=[O:29])[C:25]([OH:27])=[O:26])=[CH:21][CH:22]=1)(=[O:10])=[O:9])([CH3:6])([CH3:4])[CH3:5], predict the reactants needed to synthesize it. The reactants are: [OH-].[Li+].[C:3]([NH:7][S:8]([C:11]1[CH:16]=[CH:15][CH:14]=[CH:13][C:12]=1[C:17]1[CH:22]=[CH:21][C:20]([NH:23][C:24](=[O:29])[C:25]([O:27]C)=[O:26])=[CH:19][CH:18]=1)(=[O:10])=[O:9])([CH3:6])([CH3:5])[CH3:4].Cl. (9) Given the product [CH:1]([C:4]1[C:12]([CH:13]=[C:14]([CH3:16])[CH3:15])=[C:7]2[CH:8]=[CH:9][CH:10]=[CH:11][N:6]2[N:5]=1)([CH3:3])[CH3:2], predict the reactants needed to synthesize it. The reactants are: [CH:1]([C:4]1[C:12]([CH:13](O)[CH:14]([CH3:16])[CH3:15])=[C:7]2[CH:8]=[CH:9][CH:10]=[CH:11][N:6]2[N:5]=1)([CH3:3])[CH3:2].P(Cl)(Cl)(Cl)(Cl)Cl.N1C=CC=CC=1.